Dataset: Ames mutagenicity test results for genotoxicity prediction. Task: Regression/Classification. Given a drug SMILES string, predict its toxicity properties. Task type varies by dataset: regression for continuous values (e.g., LD50, hERG inhibition percentage) or binary classification for toxic/non-toxic outcomes (e.g., AMES mutagenicity, cardiotoxicity, hepatotoxicity). Dataset: ames. (1) The compound is Cc1c(F)c(N2CCNC(C)C2)cc2c1c(=O)c(C(=O)O)cn2C1CC1. The result is 0 (non-mutagenic). (2) The drug is Nc1ccc(NOS(=O)(=O)O)cc1Cl. The result is 1 (mutagenic). (3) The drug is O=C1CCCCCO1. The result is 0 (non-mutagenic). (4) The compound is CSCNc1ccccc1. The result is 1 (mutagenic). (5) The molecule is CCN(CC)N(O)N=O. The result is 1 (mutagenic). (6) The compound is CC(=C\C1=CCOC1=O)/C=C(C)/C=C/C=C(\C)C(=O)C12OC1C(O)(CCO)NC2=O. The result is 1 (mutagenic). (7) The drug is CC(Br)C(N)=O. The result is 1 (mutagenic).